Task: Predict the reaction yield, written as a fraction of the theoretical maximum amount of product (1.0 means a 100% yield; for example, 0.34 means a 34% yield).. Dataset: Reaction yield outcomes from USPTO patents with 853,638 reactions The reactants are [C:1]([O:5][C:6](=[O:14])[NH:7][CH:8]1[CH2:13][CH2:12][NH:11][CH2:10][CH2:9]1)([CH3:4])([CH3:3])[CH3:2].C(=O)(O)[O-].[Na+].[C:20]([O:23][CH2:24][CH3:25])(=[O:22])C. No catalyst specified. The product is [CH3:3][C:1]([O:5][C:6]([NH:7][CH:8]1[CH2:13][CH2:12][N:11]([C:20]([O:23][CH2:24][C:25]2[CH:12]=[CH:13][CH:8]=[CH:9][CH:10]=2)=[O:22])[CH2:10][CH2:9]1)=[O:14])([CH3:4])[CH3:2]. The yield is 0.830.